From a dataset of Catalyst prediction with 721,799 reactions and 888 catalyst types from USPTO. Predict which catalyst facilitates the given reaction. (1) Reactant: C([O:3][C:4]([C:6]1[CH:7]=[N:8][N:9]([S:11]([C:14]2[CH:19]=[CH:18][C:17]([CH3:20])=[CH:16][CH:15]=2)(=[O:13])=[O:12])[CH:10]=1)=O)C.CC(C[AlH]CC(C)C)C. Product: [C:17]1([CH3:20])[CH:16]=[CH:15][C:14]([S:11]([N:9]2[CH:10]=[C:6]([CH2:4][OH:3])[CH:7]=[N:8]2)(=[O:13])=[O:12])=[CH:19][CH:18]=1. The catalyst class is: 326. (2) Reactant: [NH:1]1[C:9]2[C:4](=[CH:5][CH:6]=[CH:7][CH:8]=2)[C:3](/[CH:10]=[C:11]2\[O:12][C:13]3[C:20]([C:21]#[C:22][CH2:23][CH:24]4[CH2:29][CH2:28][N:27](C(OC(C)(C)C)=O)[CH2:26][CH2:25]4)=[C:19]([O:37][CH3:38])[CH:18]=[CH:17][C:14]=3[C:15]\2=[O:16])=[N:2]1.Cl. Product: [NH:1]1[C:9]2[C:4](=[CH:5][CH:6]=[CH:7][CH:8]=2)[C:3](/[CH:10]=[C:11]2\[O:12][C:13]3[C:20]([C:21]#[C:22][CH2:23][CH:24]4[CH2:29][CH2:28][NH:27][CH2:26][CH2:25]4)=[C:19]([O:37][CH3:38])[CH:18]=[CH:17][C:14]=3[C:15]\2=[O:16])=[N:2]1. The catalyst class is: 135. (3) Reactant: Cl[CH:2]([C:14]1[CH:19]=[CH:18][CH:17]=[CH:16][CH:15]=1)[C:3]([C:5]1[C:13]2[C:8](=[CH:9][CH:10]=[CH:11][CH:12]=2)[NH:7][CH:6]=1)=[O:4].[N:20]1([C:25]2[CH:26]=[C:27]([CH:29]=[CH:30][CH:31]=2)[NH2:28])[CH:24]=[N:23][CH:22]=[N:21]1.CCN(C(C)C)C(C)C. Product: [N:20]1([C:25]2[CH:26]=[C:27]([NH:28][CH:2]([C:14]3[CH:19]=[CH:18][CH:17]=[CH:16][CH:15]=3)[C:3]([C:5]3[C:13]4[C:8](=[CH:9][CH:10]=[CH:11][CH:12]=4)[NH:7][CH:6]=3)=[O:4])[CH:29]=[CH:30][CH:31]=2)[CH:24]=[N:23][CH:22]=[N:21]1. The catalyst class is: 10. (4) Reactant: [OH:1][C:2]1[CH:3]=[C:4]([CH:8]=[CH:9][C:10]=1[N+:11]([O-:13])=[O:12])[C:5](O)=[O:6].[C:14]([O-])([O-])=O.[K+].[K+].S([O:25][CH3:26])(OC)(=O)=O.O. Product: [CH3:14][O:1][C:2]1[CH:3]=[C:4]([CH:8]=[CH:9][C:10]=1[N+:11]([O-:13])=[O:12])[C:5]([O:25][CH3:26])=[O:6]. The catalyst class is: 3. (5) Reactant: [O:1]1[CH:5]=[CH:4][CH:3]=[C:2]1[C:6]1[N:11]=[C:10]([NH2:12])[C:9]([NH2:13])=[CH:8][C:7]=1[C:14]1[CH:19]=[CH:18][N:17]=[CH:16][N:15]=1.[C:20](OCC)(OCC)(OCC)[O:21][CH2:22][CH3:23]. Product: [CH2:22]([O:21][C:20]1[NH:12][C:10]2=[N:11][C:6]([C:2]3[O:1][CH:5]=[CH:4][CH:3]=3)=[C:7]([C:14]3[CH:19]=[CH:18][N:17]=[CH:16][N:15]=3)[CH:8]=[C:9]2[N:13]=1)[CH3:23]. The catalyst class is: 15. (6) Product: [CH:1]1([CH2:4][O:5][C:6]2[CH:14]=[CH:13][C:9]3[O:10][CH2:11][O:12][C:8]=3[C:7]=2[C:15]2[C:16]3[NH:23][CH:22]=[C:21]([C:24]([NH:26][C@@H:27]([C:40]([N:42]4[CH2:43][CH2:44][CH:45]([N:48]5[N:57]=[C:56]([C:58]6[CH:63]=[CH:62][C:61]([O:64][CH3:65])=[C:60]([O:66][CH3:67])[CH:59]=6)[C@@H:55]6[C@@H:50]([CH2:51][CH2:52][CH2:53][CH2:54]6)[C:49]5=[O:68])[CH2:46][CH2:47]4)=[O:41])[CH2:28][CH2:29][C:30]([OH:32])=[O:31])=[O:25])[C:17]=3[N:18]=[CH:19][N:20]=2)[CH2:3][CH2:2]1. The catalyst class is: 29. Reactant: [CH:1]1([CH2:4][O:5][C:6]2[CH:14]=[CH:13][C:9]3[O:10][CH2:11][O:12][C:8]=3[C:7]=2[C:15]2[C:16]3[NH:23][CH:22]=[C:21]([C:24]([NH:26][C@@H:27]([C:40]([N:42]4[CH2:47][CH2:46][CH:45]([N:48]5[N:57]=[C:56]([C:58]6[CH:63]=[CH:62][C:61]([O:64][CH3:65])=[C:60]([O:66][CH3:67])[CH:59]=6)[C@@H:55]6[C@@H:50]([CH2:51][CH2:52][CH2:53][CH2:54]6)[C:49]5=[O:68])[CH2:44][CH2:43]4)=[O:41])[CH2:28][CH2:29][C:30]([O:32]CC4C=CC=CC=4)=[O:31])=[O:25])[C:17]=3[N:18]=[CH:19][N:20]=2)[CH2:3][CH2:2]1. (7) Reactant: [NH2:1][C@H:2]1[CH2:7][CH2:6][C@H:5]([CH2:8][NH:9][C:10]2[C:15]([F:16])=[CH:14][N:13]=[C:12]([NH:17][CH2:18][C:19]3[CH:24]=[CH:23][CH:22]=[CH:21][C:20]=3[O:25][C:26]([F:29])([F:28])[F:27])[N:11]=2)[CH2:4][CH2:3]1.Br[CH2:31][CH2:32][CH2:33][CH2:34]Br. Product: [F:16][C:15]1[C:10]([NH:9][CH2:8][C@H:5]2[CH2:4][CH2:3][C@H:2]([N:1]3[CH2:34][CH2:33][CH2:32][CH2:31]3)[CH2:7][CH2:6]2)=[N:11][C:12]([NH:17][CH2:18][C:19]2[CH:24]=[CH:23][CH:22]=[CH:21][C:20]=2[O:25][C:26]([F:27])([F:28])[F:29])=[N:13][CH:14]=1. The catalyst class is: 44. (8) Reactant: [CH3:1][C:2]1([CH3:29])[CH2:11][C:10]2[C:5](=[CH:6][CH:7]=[C:8]([C:12]([OH:14])=O)[CH:9]=2)[NH:4][CH:3]1[C:15]1[CH:20]=[C:19]([N:21]2[CH2:26][CH2:25][O:24][CH2:23][CH2:22]2)[CH:18]=[C:17]([O:27][CH3:28])[CH:16]=1.Cl.C(N=C=N)C.[CH3:36][S:37]([NH2:40])(=[O:39])=[O:38]. Product: [CH3:29][C:2]1([CH3:1])[CH2:11][C:10]2[C:5](=[CH:6][CH:7]=[C:8]([C:12]([NH:40][S:37]([CH3:36])(=[O:39])=[O:38])=[O:14])[CH:9]=2)[NH:4][CH:3]1[C:15]1[CH:20]=[C:19]([N:21]2[CH2:22][CH2:23][O:24][CH2:25][CH2:26]2)[CH:18]=[C:17]([O:27][CH3:28])[CH:16]=1. The catalyst class is: 119. (9) Reactant: [NH2:1][C:2]1[C:7]([CH3:8])=[C:6]([Cl:9])[CH:5]=[C:4]([F:10])[C:3]=1[N:11]1[C:16](=[O:17])[CH:15]=[C:14]([C:18]([F:21])([F:20])[F:19])[N:13]([CH3:22])[C:12]1=[O:23].C(N(CC)CC)C.Cl[C:32](Cl)([O:34]C(=O)OC(Cl)(Cl)Cl)Cl. Product: [Cl:9][C:6]1[CH:5]=[C:4]([F:10])[C:3]([N:11]2[C:16](=[O:17])[CH:15]=[C:14]([C:18]([F:21])([F:20])[F:19])[N:13]([CH3:22])[C:12]2=[O:23])=[C:2]([N:1]=[C:32]=[O:34])[C:7]=1[CH3:8]. The catalyst class is: 13. (10) Reactant: [F:1][C:2]([F:12])([F:11])[C:3]1[N:4]=[C:5]([C:8](=[NH:10])[NH2:9])[S:6][CH:7]=1.CC[O-].[Na+].O=[C:18]([C:25]1[S:26][CH:27]=[C:28]([C:30]([F:33])([F:32])[F:31])[N:29]=1)[CH2:19][C:20](OCC)=[O:21]. Product: [F:12][C:2]([F:1])([F:11])[C:3]1[N:4]=[C:5]([C:8]2[N:9]=[C:20]([OH:21])[CH:19]=[C:18]([C:25]3[S:26][CH:27]=[C:28]([C:30]([F:32])([F:33])[F:31])[N:29]=3)[N:10]=2)[S:6][CH:7]=1. The catalyst class is: 8.